This data is from Catalyst prediction with 721,799 reactions and 888 catalyst types from USPTO. The task is: Predict which catalyst facilitates the given reaction. (1) Reactant: [CH:1]1([N:6]([CH2:17][C:18]2[CH:19]=[N:20][C:21]([C:24]3[CH:29]=[CH:28][C:27]([C:30]([F:33])([F:32])[F:31])=[CH:26][CH:25]=3)=[N:22][CH:23]=2)[C:7]2[CH:16]=[CH:15][C:10]([C:11](OC)=[O:12])=[CH:9][N:8]=2)[CH2:5][CH2:4][CH2:3][CH2:2]1.[Li+].[OH-].Cl.CN(C(ON1N=NC2C=CC=NC1=2)=[N+](C)C)C.F[P-](F)(F)(F)(F)F.Cl.[NH2:62][CH2:63][CH2:64][C:65]([O:67][CH3:68])=[O:66].C(N(CC)C(C)C)(C)C. Product: [CH:1]1([N:6]([CH2:17][C:18]2[CH:19]=[N:20][C:21]([C:24]3[CH:25]=[CH:26][C:27]([C:30]([F:31])([F:33])[F:32])=[CH:28][CH:29]=3)=[N:22][CH:23]=2)[C:7]2[CH:16]=[CH:15][C:10]([C:11]([NH:62][CH2:63][CH2:64][C:65]([O:67][CH3:68])=[O:66])=[O:12])=[CH:9][N:8]=2)[CH2:5][CH2:4][CH2:3][CH2:2]1. The catalyst class is: 598. (2) Reactant: [Cl:1][C:2]1[N:7]=[C:6]([N:8]2[CH2:12][C:11]([CH3:14])([CH3:13])[CH:10]([N:15]([CH3:17])[CH3:16])[CH2:9]2)[C:5]([F:18])=[C:4]([NH:19][NH2:20])[N:3]=1.[CH:21]1([CH2:26][C@H:27]([CH2:31][N:32]([CH:41]=[O:42])[O:33][CH2:34][C:35]2[CH:40]=[CH:39][CH:38]=[CH:37][CH:36]=2)[C:28](O)=[O:29])[CH2:25][CH2:24][CH2:23][CH2:22]1.CN1CCOCC1.ON1C2N=CC=CC=2N=N1.C(Cl)CCl. Product: [Cl:1][C:2]1[N:3]=[C:4]([NH:19][NH:20][C:28](=[O:29])[C@H:27]([CH2:26][CH:21]2[CH2:22][CH2:23][CH2:24][CH2:25]2)[CH2:31][N:32]([O:33][CH2:34][C:35]2[CH:36]=[CH:37][CH:38]=[CH:39][CH:40]=2)[CH:41]=[O:42])[C:5]([F:18])=[C:6]([N:8]2[CH2:9][CH:10]([N:15]([CH3:16])[CH3:17])[C:11]([CH3:14])([CH3:13])[CH2:12]2)[N:7]=1. The catalyst class is: 215. (3) Reactant: [NH3:1].[Br:2][C:3]1[N:4]=[C:5]([CH:13]2[CH2:16][C:15]([CH3:18])([OH:17])[CH2:14]2)[N:6]2[CH:11]=[CH:10][N:9]=[C:8](Cl)[C:7]=12. Product: [NH2:1][C:11]1[N:6]2[C:5]([CH:13]3[CH2:16][C:15]([CH3:18])([OH:17])[CH2:14]3)=[N:4][C:3]([Br:2])=[C:7]2[CH:8]=[N:9][CH:10]=1. The catalyst class is: 868. (4) Reactant: [CH:1]1([N:6]2[CH2:11][CH2:10][CH:9]([C:12]3[CH:17]=[CH:16][C:15]([NH:18][C:19]4[C:20]([C:38]([NH2:40])=[O:39])=[N:21][CH:22]=[C:23]([N:25]5[CH2:30][CH2:29][CH2:28][C@@H:27]([NH:31][C:32](N(CC)C)=[O:33])[CH2:26]5)[N:24]=4)=[CH:14][CH:13]=3)[CH2:8][CH2:7]2)[CH2:5][CH2:4][CH2:3][CH2:2]1.CCN(C(C)C)C(C)C.[Br:50][CH2:51][CH2:52][CH2:53]C(Cl)=O. Product: [Br:50][CH2:51][CH2:52][CH2:53][C:32]([NH:31][C@@H:27]1[CH2:28][CH2:29][CH2:30][N:25]([C:23]2[N:24]=[C:19]([NH:18][C:15]3[CH:14]=[CH:13][C:12]([CH:9]4[CH2:10][CH2:11][N:6]([CH:1]5[CH2:5][CH2:4][CH2:3][CH2:2]5)[CH2:7][CH2:8]4)=[CH:17][CH:16]=3)[C:20]([C:38]([NH2:40])=[O:39])=[N:21][CH:22]=2)[CH2:26]1)=[O:33]. The catalyst class is: 31. (5) Reactant: [CH3:1][O:2][C:3]1[CH:8]=[CH:7][C:6]([N:9]2[C:13]3[N:14]=[C:15]([NH:18][C@@H:19]4[CH2:23][CH2:22][C@H:21]([NH:24]C(=O)OC(C)(C)C)[CH2:20]4)[N:16]=[CH:17][C:12]=3[N:11]=[N:10]2)=[CH:5][CH:4]=1.CO.[ClH:34]. Product: [ClH:34].[CH3:1][O:2][C:3]1[CH:8]=[CH:7][C:6]([N:9]2[C:13]3[N:14]=[C:15]([NH:18][C@@H:19]4[CH2:23][CH2:22][C@H:21]([NH2:24])[CH2:20]4)[N:16]=[CH:17][C:12]=3[N:11]=[N:10]2)=[CH:5][CH:4]=1. The catalyst class is: 12.